Dataset: Experimentally validated miRNA-target interactions with 360,000+ pairs, plus equal number of negative samples. Task: Binary Classification. Given a miRNA mature sequence and a target amino acid sequence, predict their likelihood of interaction. (1) The miRNA is mmu-miR-1198-3p with sequence AAGCUAGCCUCUAACUCAUGGC. The protein sequence of the target gene is MASTCQRLSFYVSPLKRQLVSRPPVILWERLIPGCSRSIYSATGKWTKEYTLQTRKDVEKWWHQQIKEQASRVSEEDKLKPKFYLLSMFPYPSGKLHMGHVRVYTLSDTIARFQKMRGMQVINPMGWDAFGLPAENAAIERNLHPESWTQSNIKHMRKQLDRLGLCFSWDREITTCLPDYYKWTQYLFIKLYEAGLAYQKEALVNWDPVDQTVLANEQVNEYGCSWRSGAKVEKKYLRQWFIKTTAYAKAMQDALADLPEWYGIKGMQAHWIGDCVGCHLDFTLKVDGEDTGEKLTAYTA.... Result: 1 (interaction). (2) The miRNA is hsa-miR-379-5p with sequence UGGUAGACUAUGGAACGUAGG. The protein sequence of the target gene is MIEVLTTDSQKLLHQLNTLLEQESRCQPKVCGLKLIESAHDNGLRMTARLRDFEVKDLLSLTQFFGFDTETFSLAVNLLDRFLSKMKVQAKHLGCVGLSCFYLAVKATEEERNVPLATDLIRISQYRFTVSDLMRMEKIVLEKVCWKVKATTAFQFLQLYYSLVHDTLPFERRNDLNFERLEAQLKACHCRIIFSKAKPSVLALSILALEIQALKYVELTEGVECIQKHSKISGRDLTFWQELVSKCLTEYSSNKCSKPNGQKLKWIVSGRTARQLKHSYYRITHLPTIPETIC. Result: 0 (no interaction). (3) The miRNA is hsa-miR-4793-5p with sequence ACAUCCUGCUCCACAGGGCAGAGG. The protein sequence of the target gene is MRLAVLFSGALLGLLAAQGTGNDCPHKKSATLLPSFTVTPTVTESTGTTSHRTTKSHKTTTHRTTTTGTTSHGPTTATHNPTTTSHGNVTVHPTSNSTATSQGPSTATHSPATTSHGNATVHPTSNSTATSPGFTSSAHPEPPPPSPSPSPTSKETIGDYTWTNGSQPCVHLQAQIQIRVMYTTQGGGEAWGISVLNPNKTKVQGSCEGAHPHLLLSFPYGHLSFGFMQDLQQKVVYLSYMAVEYNVSFPHAAQWTFSAQNASLRDLQAPLGQSFSCSNSSIILSPAVHLDLLSLRLQAA.... Result: 0 (no interaction). (4) The miRNA is mmu-miR-7007-3p with sequence CCCAUCCACGUUUCUUCU. The protein sequence of the target gene is MSSSFVSNGASLEDCHCNLFCLADLTGIKWKRYVWQGPTSAPILFPVTEEDPILSSFSRCLKADVLGVWRRDQRPGRRELWIFWWGKDPNFADLIHHDLSEEEDGVWENGLSYECRTLLFKAVHNLLERCLMNRNFVRIGKWFVKPYEKDEKPINKSEHLSCSFTFFLHGDSNVCTSVEINQHQPVYLLSEEHVTLAQQSNSPFQVILSPFGLNGTLTGQAFKMSDSATKKLIGEWKQFYPISCGLKEMSEEKQDDMDWEDDSLAAVEVLVAGVRMIYPACFVLVPQSDIPAPSSVGASH.... Result: 0 (no interaction). (5) The miRNA is hsa-miR-1255b-2-3p with sequence AACCACUUUCUUUGCUCAUCCA. The protein sequence of the target gene is MWWRVLSLLAWFPLQEASLTNHTETITVEEGQTLTLKCVTSLRKNSSLQWLTPSGFTIFLNEYPALKNSKYQLLHHSANQLSITVPNVTLQDEGVYKCLHYSDSVSTKEVKVIVLATPFKPILEASVIRKQNGEEHVVLMCSTMRSKPPPQITWLLGNSMEVSGGTLHEFETDGKKCNTTSTLIIHTYGKNSTVDCIIRHRGLQGRKLVAPFRFEDLVTDEETASDALERNSLSSQDPQQPTSTVSVTEDSSTSEIDKEEKEQTTQDPDLTTEANPQYLGLARKKSGILLLTLVSFLIFI.... Result: 0 (no interaction). (6) The miRNA is hsa-miR-8087 with sequence GAAGACUUCUUGGAUUACAGGGG. The protein sequence of the target gene is MVGRSRRRGAAKWAAVRAKAGPTLTDENGDDLGLPPSPGDTSYYQDQVDDFHEARSRAALAKGWNEVQSGDEEDGEEEEEEVLALDMDDEDDEDGGNAGEEEEEENADDDGGSSVQSEAEASVDPSLSWGQRKKLYYDTDYGSKSRGRQSQQEAEEEEREEEEEAQIIQRRLAQALQEDDFGVAWVEAFAKPVPQVDEAETRVVKDLAKVSVKEKLKMLRKESPELLELIEDLKVKLTEVKDELEPLLELVEQGIIPPGKGSQYLRTKYNLYLNYCSNISFYLILKARRVPAHGHPVIER.... Result: 0 (no interaction). (7) The miRNA is hsa-miR-563 with sequence AGGUUGACAUACGUUUCCC. The protein sequence of the target gene is MVQSDSPEELAQRAKPAWRLQQMPVQLSNFVSKTPLIGSEWPPTGDWRSANNNSLGDWNKCCVPGSEIPQHLGPFGNSSLTMLTAQQPGEKIHPDGGYVSPKEDGRKSSEHTNSYDVSASQSPSNDGAQSDSTSDEHIDVECMTETEMDTDEKDSTIKPEDQATPKLEEGSDSKPESTSVEGTSSNYQVTSEPVQMPQMPIPVIPSFLKNSLPAPIPITPTQSANVERSNSPSIEEALLLTLSQQQFAEVFAEAAKIRKSSSESIGFQRSGTSAFLNIEPKEMSMSSANNNNEEAPASTV.... Result: 0 (no interaction). (8) The miRNA is hsa-miR-2392 with sequence UAGGAUGGGGGUGAGAGGUG. The protein sequence of the target gene is MATRRFSCLLLSTSEIDLSVKRRI. Result: 1 (interaction).